This data is from Reaction yield outcomes from USPTO patents with 853,638 reactions. The task is: Predict the reaction yield, written as a fraction of the theoretical maximum amount of product (1.0 means a 100% yield; for example, 0.34 means a 34% yield). (1) The reactants are [C:1]([O:5][C:6]([N:8]1[CH2:13][CH2:12][CH:11]([NH2:14])[CH2:10][CH2:9]1)=[O:7])([CH3:4])([CH3:3])[CH3:2].[C:15](N1C=CN=C1)(N1C=CN=C1)=[S:16]. The catalyst is CN(C)C=O. The product is [C:1]([O:5][C:6]([N:8]1[CH2:13][CH2:12][CH:11]([N:14]=[C:15]=[S:16])[CH2:10][CH2:9]1)=[O:7])([CH3:4])([CH3:2])[CH3:3]. The yield is 0.940. (2) The reactants are [Li+].[OH-].CS([O:7][CH2:8][CH2:9][O:10][C:11]1[C:16]([CH3:17])=[CH:15][C:14]([C:18]2[N:27]([C:28]3[CH:33]=[CH:32][C:31]([N:34](S(C)(=O)=O)[S:35]([CH3:38])(=[O:37])=[O:36])=[CH:30][CH:29]=3)[C:26](=[O:43])[C:25]3[C:20](=[CH:21][CH:22]=[CH:23][CH:24]=3)[N:19]=2)=[CH:13][C:12]=1[CH3:44])(=O)=O. The catalyst is O1CCOCC1.O.C([O-])(O)=O.[Na+]. The product is [OH:7][CH2:8][CH2:9][O:10][C:11]1[C:12]([CH3:44])=[CH:13][C:14]([C:18]2[N:27]([C:28]3[CH:33]=[CH:32][C:31]([NH:34][S:35]([CH3:38])(=[O:36])=[O:37])=[CH:30][CH:29]=3)[C:26](=[O:43])[C:25]3[C:20](=[CH:21][CH:22]=[CH:23][CH:24]=3)[N:19]=2)=[CH:15][C:16]=1[CH3:17]. The yield is 0.520. (3) The reactants are Cl[C:2]1[N:11]=[C:10]([N:12]([C:14]2[CH:19]=[CH:18][C:17]([O:20][CH3:21])=[CH:16][CH:15]=2)[CH3:13])[C:9]2[C:4](=[CH:5][CH:6]=[CH:7][CH:8]=2)[N:3]=1.[CH3:22][NH:23][CH3:24].CO. No catalyst specified. The product is [CH3:22][N:23]([CH3:24])[C:2]1[N:11]=[C:10]([N:12]([C:14]2[CH:19]=[CH:18][C:17]([O:20][CH3:21])=[CH:16][CH:15]=2)[CH3:13])[C:9]2[C:4](=[CH:5][CH:6]=[CH:7][CH:8]=2)[N:3]=1. The yield is 0.830. (4) The reactants are Cl[C:2]1[C:7]([Br:8])=[CH:6][N:5]=[CH:4][N:3]=1.CC1(C)C(C)(C)OB([C:17]2[C:26]3[C:21](=[CH:22][CH:23]=[CH:24][CH:25]=3)[C:20]([C:27]#[N:28])=[CH:19][CH:18]=2)O1.C(=O)([O-])[O-].[Na+].[Na+]. The catalyst is O1CCOCC1. The product is [Br:8][C:7]1[C:2]([C:17]2[C:26]3[C:21](=[CH:22][CH:23]=[CH:24][CH:25]=3)[C:20]([C:27]#[N:28])=[CH:19][CH:18]=2)=[N:3][CH:4]=[N:5][CH:6]=1. The yield is 0.690. (5) The reactants are C(=O)([O-])[O-].[Na+].[Na+].[NH2:7][C@@H:8]1[CH:16]2[C:17](=[O:24])[CH2:18][C@H:19]([C:21]([OH:23])=[O:22])[CH2:20][N:14]3[C:15]2=[C:11]([CH:12]=[CH:13]3)[CH2:10][CH2:9]1.[OH-].[Na+].Cl[C:28]([O:30][CH3:31])=[O:29]. No catalyst specified. The product is [CH3:31][O:30][C:28]([NH:7][C@@H:8]1[CH:16]2[C:17](=[O:24])[CH2:18][C@H:19]([C:21]([OH:23])=[O:22])[CH2:20][N:14]3[C:15]2=[C:11]([CH:12]=[CH:13]3)[CH2:10][CH2:9]1)=[O:29]. The yield is 0.760. (6) The catalyst is CCOCC. The product is [C:1]([C:5]([C:8]([O:11][C:12]([C:15]([CH2:18][CH2:19][OH:24])([F:17])[F:16])([F:14])[F:13])([F:10])[F:9])([F:7])[F:6])([F:4])([F:3])[F:2]. The reactants are [C:1]([C:5]([C:8]([O:11][C:12]([C:15]([CH2:18][CH2:19]I)([F:17])[F:16])([F:14])[F:13])([F:10])[F:9])([F:7])[F:6])([F:4])([F:3])[F:2].CNC=[O:24].O. The yield is 0.850. (7) The reactants are [H-].[H-].[H-].[H-].[Li+].[Al+3].[CH2:7]([N:9]([C:15]1[CH:16]=[N:17][N:18]2[CH:23]=[CH:22][CH:21]=[CH:20][C:19]=12)[C:10]([CH:12]1[CH2:14][CH2:13]1)=O)[CH3:8].O.[OH-].[Na+]. The catalyst is C1COCC1. The product is [CH:12]1([CH2:10][N:9]([CH2:7][CH3:8])[C:15]2[CH:16]=[N:17][N:18]3[CH:23]=[CH:22][CH:21]=[CH:20][C:19]=23)[CH2:13][CH2:14]1. The yield is 0.420.